Dataset: Full USPTO retrosynthesis dataset with 1.9M reactions from patents (1976-2016). Task: Predict the reactants needed to synthesize the given product. Given the product [Cl:22][C:19]1[CH:18]=[CH:17][C:16]([S:15][C:13]2[CH:12]=[CH:11][N:10]=[C:9]([NH:7][C:4]3[S:5][CH:6]=[C:2]([CH3:1])[N:3]=3)[CH:14]=2)=[CH:21][CH:20]=1, predict the reactants needed to synthesize it. The reactants are: [CH3:1][C:2]1[N:3]=[C:4]([NH2:7])[S:5][CH:6]=1.Cl[C:9]1[CH:14]=[C:13]([S:15][C:16]2[CH:21]=[CH:20][C:19]([Cl:22])=[CH:18][CH:17]=2)[CH:12]=[CH:11][N:10]=1.P([O-])([O-])([O-])=O.[K+].[K+].[K+].O.